This data is from Catalyst prediction with 721,799 reactions and 888 catalyst types from USPTO. The task is: Predict which catalyst facilitates the given reaction. (1) Reactant: Cl.[CH2:2]1[O:10][C:9]2[CH:8]=[CH:7][C:6]([CH:11]3[C:15]4[NH:16][C:17]5[CH:18]=[CH:19][CH:20]=[CH:21][C:22]=5[C:23](=[O:24])[C:14]=4[CH2:13][NH:12]3)=[CH:5][C:4]=2[O:3]1.C(C/[C:29](=[CH:33]\[C:34]1[CH:39]=[CH:38][CH:37]=[CH:36][CH:35]=1)/[C:30]([OH:32])=O)(O)=O.C(N(CC)CC)C.ClCCl. Product: [CH3:4][O:3][C:2](=[O:10])[C:37]1[CH:36]=[CH:35][C:34](/[CH:33]=[CH:29]/[C:30](=[O:32])[N:12]2[CH2:13][C:14]3[C:23](=[O:24])[C:22]4[CH:21]=[CH:20][CH:19]=[CH:18][C:17]=4[NH:16][C:15]=3[CH:11]2[C:6]2[CH:7]=[CH:8][C:9]3[O:10][CH2:2][O:3][C:4]=3[CH:5]=2)=[CH:39][CH:38]=1. The catalyst class is: 1. (2) Reactant: [CH3:1][O:2][C:3]1[C:4](=[O:37])[C:5]([CH3:36])=[C:6]([CH2:12][C:13]2[C:14]([O:32]C(=O)C)=[C:15]([CH:29]=[CH:30][CH:31]=2)[C:16]([NH:18][C:19]2[CH:24]=[CH:23][C:22]([C:25]([F:28])([F:27])[F:26])=[CH:21][CH:20]=2)=[O:17])[C:7](=[O:11])[C:8]=1[O:9][CH3:10].C(=O)([O-])O.[Na+]. Product: [CH3:1][O:2][C:3]1[C:4](=[O:37])[C:5]([CH3:36])=[C:6]([CH2:12][C:13]2[C:14]([OH:32])=[C:15]([CH:29]=[CH:30][CH:31]=2)[C:16]([NH:18][C:19]2[CH:24]=[CH:23][C:22]([C:25]([F:26])([F:28])[F:27])=[CH:21][CH:20]=2)=[O:17])[C:7](=[O:11])[C:8]=1[O:9][CH3:10]. The catalyst class is: 24. (3) Reactant: [CH3:1][O:2][C:3]1[CH:4]=[C:5]([OH:26])[CH:6]=[CH:7][C:8]=1[C:9]1[N:10]=[N:11][C:12]([CH2:15][CH:16]2[CH2:21][C:20]([CH3:23])([CH3:22])[NH:19][C:18]([CH3:25])([CH3:24])[CH2:17]2)=[CH:13][CH:14]=1.C1C=CC(N([S:34]([C:37]([F:40])([F:39])[F:38])(=[O:36])=[O:35])[S:34]([C:37]([F:40])([F:39])[F:38])(=[O:36])=[O:35])=CC=1. Product: [F:38][C:37]([F:40])([F:39])[S:34]([O:26][C:5]1[CH:6]=[CH:7][C:8]([C:9]2[N:10]=[N:11][C:12]([CH2:15][CH:16]3[CH2:21][C:20]([CH3:22])([CH3:23])[NH:19][C:18]([CH3:25])([CH3:24])[CH2:17]3)=[CH:13][CH:14]=2)=[C:3]([O:2][CH3:1])[CH:4]=1)(=[O:36])=[O:35]. The catalyst class is: 2. (4) Product: [Cl:7][C:8]1[CH:13]=[CH:12][C:11]([CH:14]2[CH2:19][C:18]([CH3:1])([S:20]([C:23]3[CH:28]=[CH:27][CH:26]=[C:25]([C:29]([F:30])([F:31])[F:32])[CH:24]=3)(=[O:22])=[O:21])[CH2:17][CH2:16][O:15]2)=[CH:10][C:9]=1[O:33][CH3:34]. Reactant: [CH3:1]C([O-])(C)C.[K+].[Cl:7][C:8]1[CH:13]=[CH:12][C:11]([CH:14]2[CH2:19][CH:18]([S:20]([C:23]3[CH:28]=[CH:27][CH:26]=[C:25]([C:29]([F:32])([F:31])[F:30])[CH:24]=3)(=[O:22])=[O:21])[CH2:17][CH2:16][O:15]2)=[CH:10][C:9]=1[O:33][CH3:34].CI. The catalyst class is: 1. (5) Reactant: C(OC(=O)C)(=O)C.[N+:8]([O-:11])(O)=[O:9].[CH3:12][O:13][CH2:14][C:15]1[C:20]([CH2:21][O:22][CH3:23])=[CH:19][CH:18]=[CH:17][C:16]=1[OH:24].COCC1C(COC)=C([N+]([O-])=O)C=CC=1O. Product: [CH3:12][O:13][CH2:14][C:15]1[C:20]([CH2:21][O:22][CH3:23])=[CH:19][CH:18]=[C:17]([N+:8]([O-:11])=[O:9])[C:16]=1[OH:24]. The catalyst class is: 47.